From a dataset of Reaction yield outcomes from USPTO patents with 853,638 reactions. Predict the reaction yield, written as a fraction of the theoretical maximum amount of product (1.0 means a 100% yield; for example, 0.34 means a 34% yield). (1) The reactants are [OH:1][CH2:2][C:3]([CH2:7][OH:8])([CH2:5][OH:6])[CH3:4].[CH3:9][O:10][C:11]1[CH:12]=[C:13]2[C:18](=[CH:19][CH:20]=1)[CH:17]=[C:16]([C@H:21]([CH3:25])[C:22](O)=[O:23])[CH:15]=[CH:14]2.Cl.CN(C)CCCN=C=NCC.C(N(CC)CC)C. The catalyst is C(#N)C. The product is [CH3:9][O:10][C:11]1[CH:12]=[C:13]2[C:18](=[CH:19][CH:20]=1)[CH:17]=[C:16]([C@H:21]([CH3:25])[C:22]([O:1][CH2:2][C:3]([CH2:7][OH:8])([CH3:4])[CH2:5][OH:6])=[O:23])[CH:15]=[CH:14]2. The yield is 0.660. (2) The reactants are O.[C:2]([O:8][CH2:9][C:10]([F:16])([F:15])[S:11]([O-:14])(=[O:13])=[O:12])(=[O:7])[C:3]([CH3:6])([CH3:5])[CH3:4].[Na+].[I-].[C:19]1([S+:25]([C:32]2[CH:37]=[CH:36][CH:35]=[CH:34][CH:33]=2)[C:26]2[CH:31]=[CH:30][CH:29]=[CH:28][CH:27]=2)[CH:24]=[CH:23][CH:22]=[CH:21][CH:20]=1. The catalyst is ClCCl. The product is [C:2]([O:8][CH2:9][C:10]([F:16])([F:15])[S:11]([O-:14])(=[O:12])=[O:13])(=[O:7])[C:3]([CH3:6])([CH3:5])[CH3:4].[C:32]1([S+:25]([C:19]2[CH:20]=[CH:21][CH:22]=[CH:23][CH:24]=2)[C:26]2[CH:31]=[CH:30][CH:29]=[CH:28][CH:27]=2)[CH:33]=[CH:34][CH:35]=[CH:36][CH:37]=1. The yield is 0.950. (3) The yield is 0.400. The product is [O:12]=[C:9]1[O:8][C:6]2=[N:7][C:2]([CH:1]=[O:13])=[CH:3][CH:4]=[C:5]2[CH:11]=[CH:10]1. The catalyst is C(Cl)Cl. The reactants are [CH3:1][C:2]1[N:7]=[C:6]2[O:8][C:9](=[O:12])[CH:10]=[CH:11][C:5]2=[CH:4][CH:3]=1.[O:13]1CCOCC1. (4) The reactants are C([O:3][C:4]([C:6]1[S:10][C:9]([N:11]2[CH2:16][CH2:15][N:14]([C:17]([O:19][C:20]([CH3:23])([CH3:22])[CH3:21])=[O:18])[CH2:13][CH2:12]2)=[N:8][C:7]=1[C:24]1[CH:29]=[CH:28][C:27]([O:30][C:31]2[CH:36]=[CH:35][CH:34]=[CH:33][CH:32]=2)=[CH:26][CH:25]=1)=[O:5])C.O.CO.[OH-].[Li+]. The catalyst is C1COCC1. The product is [C:20]([O:19][C:17]([N:14]1[CH2:13][CH2:12][N:11]([C:9]2[S:10][C:6]([C:4]([OH:5])=[O:3])=[C:7]([C:24]3[CH:29]=[CH:28][C:27]([O:30][C:31]4[CH:36]=[CH:35][CH:34]=[CH:33][CH:32]=4)=[CH:26][CH:25]=3)[N:8]=2)[CH2:16][CH2:15]1)=[O:18])([CH3:23])([CH3:21])[CH3:22]. The yield is 0.970. (5) The reactants are [F:1][C:2]1[CH:3]=[C:4]([CH:45]=[CH:46][CH:47]=1)[CH2:5][N:6]1[C:10]([CH3:11])=[C:9]([C:12]2[C:20]3[C:15](=[N:16][CH:17]=[C:18]([C:21]4[CH:22]=[CH:23][C:24]([O:32][CH3:33])=[C:25]([NH:27][S:28]([CH3:31])(=[O:30])=[O:29])[CH:26]=4)[CH:19]=3)[N:14](S(C3C=CC(C)=CC=3)(=O)=O)[CH:13]=2)[C:8]([CH3:44])=[N:7]1.[OH-].[Li+]. The catalyst is C1COCC1.CO.O. The product is [F:1][C:2]1[CH:3]=[C:4]([CH:45]=[CH:46][CH:47]=1)[CH2:5][N:6]1[C:10]([CH3:11])=[C:9]([C:12]2[C:20]3[C:15](=[N:16][CH:17]=[C:18]([C:21]4[CH:22]=[CH:23][C:24]([O:32][CH3:33])=[C:25]([NH:27][S:28]([CH3:31])(=[O:30])=[O:29])[CH:26]=4)[CH:19]=3)[NH:14][CH:13]=2)[C:8]([CH3:44])=[N:7]1. The yield is 0.0840. (6) The reactants are [CH3:1][O:2][C:3]([C:5]1[C:6]([CH3:17])=[C:7]2[C:12](Cl)=[C:11]([C:14]#[N:15])[CH:10]=[N:9][N:8]2[CH:16]=1)=[O:4].[C:18]([O:22][C:23](=[O:42])[C:24]([O:27][C:28]1[CH:33]=[CH:32][CH:31]=[CH:30][C:29]=1[O:34][C:35]1[CH:40]=[CH:39][C:38]([NH2:41])=[CH:37][CH:36]=1)([CH3:26])[CH3:25])([CH3:21])([CH3:20])[CH3:19].C([O-])([O-])=O.[K+].[K+]. The catalyst is CN(C=O)C. The product is [CH3:1][O:2][C:3]([C:5]1[C:6]([CH3:17])=[C:7]2[C:12]([NH:41][C:38]3[CH:39]=[CH:40][C:35]([O:34][C:29]4[CH:30]=[CH:31][CH:32]=[CH:33][C:28]=4[O:27][C:24]([C:23]([O:22][C:18]([CH3:21])([CH3:20])[CH3:19])=[O:42])([CH3:26])[CH3:25])=[CH:36][CH:37]=3)=[C:11]([C:14]#[N:15])[CH:10]=[N:9][N:8]2[CH:16]=1)=[O:4]. The yield is 0.910. (7) The reactants are [NH:1]1[CH:5]=[CH:4][CH:3]=[N:2]1.CC(C)([O-])C.[K+].C1OCCOCCOCCOCCOCCOC1.Br[CH2:31][C:32]1[CH:37]=[CH:36][C:35]([B:38]2[O:46][C:43]([CH3:45])([CH3:44])[C:40]([CH3:42])([CH3:41])[O:39]2)=[CH:34][CH:33]=1. The catalyst is C(OCC)C. The product is [CH3:44][C:43]1([CH3:45])[C:40]([CH3:41])([CH3:42])[O:39][B:38]([C:35]2[CH:34]=[CH:33][C:32]([CH2:31][N:1]3[CH:5]=[CH:4][CH:3]=[N:2]3)=[CH:37][CH:36]=2)[O:46]1. The yield is 0.360. (8) The reactants are [F:1][C:2]([F:7])([F:6])[C:3]([OH:5])=[O:4].[CH2:8]([NH:10][CH2:11][C:12]1[CH:13]=[C:14]([C:19]2[CH:20]=[C:21]3[C:25](=[C:26]([C:28]([NH2:30])=[O:29])[CH:27]=2)[NH:24][CH:23]=[C:22]3[CH:31]2[CH2:36][CH2:35][N:34]([S:37]([CH2:40][CH3:41])(=[O:39])=[O:38])[CH2:33][CH2:32]2)[CH:15]=[CH:16][C:17]=1[F:18])[CH3:9].[CH2:42](N)C. No catalyst specified. The product is [F:1][C:2]([F:7])([F:6])[C:3]([OH:5])=[O:4].[CH:8]1([NH:10][CH2:11][C:12]2[CH:13]=[C:14]([C:19]3[CH:20]=[C:21]4[C:25](=[C:26]([C:28]([NH2:30])=[O:29])[CH:27]=3)[NH:24][CH:23]=[C:22]4[CH:31]3[CH2:32][CH2:33][N:34]([S:37]([CH2:40][CH3:41])(=[O:39])=[O:38])[CH2:35][CH2:36]3)[CH:15]=[CH:16][C:17]=2[F:18])[CH2:42][CH2:9]1. The yield is 0.494.